Dataset: Forward reaction prediction with 1.9M reactions from USPTO patents (1976-2016). Task: Predict the product of the given reaction. Given the reactants [N:1]1[C:10]2[C:5](=[CH:6][CH:7]=[CH:8][C:9]=2[S:11]([N:14]2[CH2:21][C:20]3[CH:22]=[CH:23][CH:24]=[CH:25][C:19]=3[CH2:18][O:17][CH2:16][C@H:15]2[CH2:26][C:27]([OH:29])=O)(=[O:13])=[O:12])[CH:4]=[CH:3][CH:2]=1.[C:30]([NH:33][NH2:34])(=[O:32])[CH3:31].C(N(CC)CC)C, predict the reaction product. The product is: [C:30]([NH:33][NH:34][C:27](=[O:29])[CH2:26][C@H:15]1[N:14]([S:11]([C:9]2[CH:8]=[CH:7][CH:6]=[C:5]3[C:10]=2[N:1]=[CH:2][CH:3]=[CH:4]3)(=[O:13])=[O:12])[CH2:21][C:20]2[CH:22]=[CH:23][CH:24]=[CH:25][C:19]=2[CH2:18][O:17][CH2:16]1)(=[O:32])[CH3:31].